Dataset: Peptide-MHC class I binding affinity with 185,985 pairs from IEDB/IMGT. Task: Regression. Given a peptide amino acid sequence and an MHC pseudo amino acid sequence, predict their binding affinity value. This is MHC class I binding data. (1) The peptide sequence is RGKYRAFVTI. The MHC is H-2-Dd with pseudo-sequence H-2-Dd. The binding affinity (normalized) is 0.611. (2) The peptide sequence is EWSVATFYLF. The MHC is HLA-A29:02 with pseudo-sequence HLA-A29:02. The binding affinity (normalized) is 0.731. (3) The peptide sequence is KRWGFRSGV. The MHC is HLA-A02:19 with pseudo-sequence HLA-A02:19. The binding affinity (normalized) is 0.0847.